From a dataset of Catalyst prediction with 721,799 reactions and 888 catalyst types from USPTO. Predict which catalyst facilitates the given reaction. (1) Product: [C:1]1(/[CH:7]=[CH:8]/[C:9]([NH:23][C:24]2[CH:45]=[CH:44][C:27]([O:28][C:29]3[CH:30]=[CH:31][C:32]4[N:33]([CH:35]=[C:36]([NH:38][C:39]([CH:41]5[CH2:42][CH2:43]5)=[O:40])[N:37]=4)[N:34]=3)=[CH:26][CH:25]=2)=[O:11])[CH:2]=[CH:3][CH:4]=[CH:5][CH:6]=1. Reactant: [C:1]1(/[CH:7]=[CH:8]/[C:9]([OH:11])=O)[CH:6]=[CH:5][CH:4]=[CH:3][CH:2]=1.CN(C)C=O.C(Cl)(=O)C(Cl)=O.[NH2:23][C:24]1[CH:45]=[CH:44][C:27]([O:28][C:29]2[CH:30]=[CH:31][C:32]3[N:33]([CH:35]=[C:36]([NH:38][C:39]([CH:41]4[CH2:43][CH2:42]4)=[O:40])[N:37]=3)[N:34]=2)=[CH:26][CH:25]=1. The catalyst class is: 722. (2) Reactant: [O:1]1[CH2:6][CH2:5][N:4]([CH2:7][CH2:8][NH:9][C:10]2[C:15]([F:16])=[CH:14][CH:13]=[CH:12][C:11]=2[CH:17]2[N:21]([CH2:22][CH2:23][C:24]([CH3:27])([CH3:26])[CH3:25])[C:20](=[O:28])[CH:19]([CH2:29][C:30]([OH:32])=O)[S:18]2)[CH2:3][CH2:2]1.[NH:33]1[CH2:38][CH2:37][CH:36]([N:39]2[C:47]3[C:42](=[N:43][CH:44]=[CH:45][CH:46]=3)[NH:41][C:40]2=[O:48])[CH2:35][CH2:34]1.C(Cl)CCl.C1C=CC2N(O)N=NC=2C=1.CCN(C(C)C)C(C)C. Product: [O:1]1[CH2:2][CH2:3][N:4]([CH2:7][CH2:8][NH:9][C:10]2[C:15]([F:16])=[CH:14][CH:13]=[CH:12][C:11]=2[CH:17]2[N:21]([CH2:22][CH2:23][C:24]([CH3:25])([CH3:26])[CH3:27])[C:20](=[O:28])[C@H:19]([CH2:29][C:30]([N:33]3[CH2:34][CH2:35][CH:36]([N:39]4[C:47]5[C:42](=[N:43][CH:44]=[CH:45][CH:46]=5)[NH:41][C:40]4=[O:48])[CH2:37][CH2:38]3)=[O:32])[S:18]2)[CH2:5][CH2:6]1. The catalyst class is: 31. (3) The catalyst class is: 2. Reactant: [C:9](O[C:9]([O:11][C:12]([CH3:15])([CH3:14])[CH3:13])=[O:10])([O:11][C:12]([CH3:15])([CH3:14])[CH3:13])=[O:10].[CH2:16]1[C:25]2[C:20](=[CH:21][C:22]([C:26]#[N:27])=[CH:23][CH:24]=2)[CH2:19][CH2:18][NH:17]1.C(N(CC)CC)C. Product: [C:26]([C:22]1[CH:21]=[C:20]2[C:25](=[CH:24][CH:23]=1)[CH2:16][N:17]([C:9]([O:11][C:12]([CH3:13])([CH3:14])[CH3:15])=[O:10])[CH2:18][CH2:19]2)#[N:27]. (4) Reactant: [C:1]1([Mg]Br)[CH:6]=[CH:5][CH:4]=[CH:3][CH:2]=1.[O:9]=[C:10]1[CH2:15][CH2:14][CH2:13][CH2:12][N:11]1[C:16]([O:18][C:19]([CH3:22])([CH3:21])[CH3:20])=[O:17].C(OCC)(=O)C. Product: [O:9]=[C:10]([C:1]1[CH:6]=[CH:5][CH:4]=[CH:3][CH:2]=1)[CH2:15][CH2:14][CH2:13][CH2:12][NH:11][C:16](=[O:17])[O:18][C:19]([CH3:21])([CH3:20])[CH3:22]. The catalyst class is: 220. (5) Product: [N:8]([C:11]1[CH:16]=[CH:15][N:14]=[CH:13][C:12]=1/[CH:17]=[N:22]/[C:21]1[C:23]([F:27])=[CH:24][CH:25]=[CH:26][C:20]=1[Cl:19])=[N+:9]=[N-:10]. The catalyst class is: 642. Reactant: C(N(CC)CC)C.[N:8]([C:11]1[CH:16]=[CH:15][N:14]=[CH:13][C:12]=1[CH:17]=O)=[N+:9]=[N-:10].[Cl:19][C:20]1[CH:26]=[CH:25][CH:24]=[C:23]([F:27])[C:21]=1[NH2:22]. (6) Reactant: [NH2:1][C:2]1[CH:7]=[CH:6][C:5]([F:8])=[CH:4][N:3]=1.[CH:9]([C:11]1[CH:19]=[CH:18][CH:17]=[CH:16][C:12]=1[C:13]([OH:15])=[O:14])=O.[CH3:20][C:21]1[CH:26]=[CH:25][CH:24]=[C:23]([CH3:27])[C:22]=1[N+:28]#[C-:29].Cl(O)(=O)(=O)=O. Product: [CH3:20][C:21]1[CH:26]=[CH:25][CH:24]=[C:23]([CH3:27])[C:22]=1[NH:28][C:29]1[N:3]2[CH:4]=[C:5]([F:8])[CH:6]=[CH:7][C:2]2=[N:1][C:9]=1[C:11]1[CH:19]=[CH:18][CH:17]=[CH:16][C:12]=1[C:13]([OH:15])=[O:14]. The catalyst class is: 8.